Dataset: M1 muscarinic receptor agonist screen with 61,833 compounds. Task: Binary Classification. Given a drug SMILES string, predict its activity (active/inactive) in a high-throughput screening assay against a specified biological target. The molecule is O=C1N(C(C(CC1)C(=O)NC(CC)C)c1ccc(OC)cc1)c1cc(OC)c(OC)c(OC)c1. The result is 0 (inactive).